From a dataset of Catalyst prediction with 721,799 reactions and 888 catalyst types from USPTO. Predict which catalyst facilitates the given reaction. Reactant: [NH2:1][CH2:2][CH2:3][CH2:4][OH:5].[S:6]([OH:10])(O)(=[O:8])=[O:7].CS[C:13](=[NH:15])[NH2:14]. Product: [S:6]([O:5][CH2:4][CH2:3][CH2:2][NH:1][C:13]([NH2:15])=[NH:14])([OH:10])(=[O:8])=[O:7]. The catalyst class is: 6.